From a dataset of Reaction yield outcomes from USPTO patents with 853,638 reactions. Predict the reaction yield, written as a fraction of the theoretical maximum amount of product (1.0 means a 100% yield; for example, 0.34 means a 34% yield). The reactants are [ClH:1].[C:2]([CH2:5][CH2:6][N:7]1[CH:11]=[CH:10][C:9](/[CH:12]=[C:13]2\[CH2:14][N:15]([CH:20]([C:26]3[CH:31]=[CH:30][CH:29]=[CH:28][C:27]=3[F:32])[C:21]([CH:23]3[CH2:25][CH2:24]3)=[O:22])[CH2:16][CH2:17][CH:18]\2[SH:19])=[N:8]1)([OH:4])=[O:3].[C:33](OC(=O)C)(=[O:35])[CH3:34].C(N(CC)CC)C.Cl. The catalyst is ClCCl.O1CCOCC1.O. The product is [ClH:1].[C:33]([S:19][CH:18]1[CH2:17][CH2:16][N:15]([CH:20]([C:26]2[CH:31]=[CH:30][CH:29]=[CH:28][C:27]=2[F:32])[C:21]([CH:23]2[CH2:25][CH2:24]2)=[O:22])[CH2:14]/[C:13]/1=[CH:12]\[C:9]1[CH:10]=[CH:11][N:7]([CH2:6][CH2:5][C:2]([OH:4])=[O:3])[N:8]=1)(=[O:35])[CH3:34]. The yield is 0.430.